From a dataset of NCI-60 drug combinations with 297,098 pairs across 59 cell lines. Regression. Given two drug SMILES strings and cell line genomic features, predict the synergy score measuring deviation from expected non-interaction effect. (1) Drug 1: CCC1=CC2CC(C3=C(CN(C2)C1)C4=CC=CC=C4N3)(C5=C(C=C6C(=C5)C78CCN9C7C(C=CC9)(C(C(C8N6C)(C(=O)OC)O)OC(=O)C)CC)OC)C(=O)OC.C(C(C(=O)O)O)(C(=O)O)O. Drug 2: CN(C(=O)NC(C=O)C(C(C(CO)O)O)O)N=O. Cell line: OVCAR-4. Synergy scores: CSS=30.7, Synergy_ZIP=-6.09, Synergy_Bliss=-0.699, Synergy_Loewe=-31.2, Synergy_HSA=-0.849. (2) Drug 1: CC1=C(C(CCC1)(C)C)C=CC(=CC=CC(=CC(=O)O)C)C. Drug 2: CC12CCC3C(C1CCC2OP(=O)(O)O)CCC4=C3C=CC(=C4)OC(=O)N(CCCl)CCCl.[Na+]. Cell line: MCF7. Synergy scores: CSS=12.6, Synergy_ZIP=-0.0356, Synergy_Bliss=0.978, Synergy_Loewe=-40.2, Synergy_HSA=-3.76. (3) Drug 1: C1=CC(=CC=C1CC(C(=O)O)N)N(CCCl)CCCl.Cl. Drug 2: C1=NNC2=C1C(=O)NC=N2. Cell line: A549. Synergy scores: CSS=30.2, Synergy_ZIP=-7.38, Synergy_Bliss=0.193, Synergy_Loewe=-10.7, Synergy_HSA=-1.24. (4) Synergy scores: CSS=8.90, Synergy_ZIP=-3.07, Synergy_Bliss=-0.831, Synergy_Loewe=-7.96, Synergy_HSA=-2.60. Drug 1: C1C(C(OC1N2C=C(C(=O)NC2=O)F)CO)O. Drug 2: CS(=O)(=O)CCNCC1=CC=C(O1)C2=CC3=C(C=C2)N=CN=C3NC4=CC(=C(C=C4)OCC5=CC(=CC=C5)F)Cl. Cell line: SNB-75. (5) Drug 1: CN1CCC(CC1)COC2=C(C=C3C(=C2)N=CN=C3NC4=C(C=C(C=C4)Br)F)OC. Drug 2: CN1C2=C(C=C(C=C2)N(CCCl)CCCl)N=C1CCCC(=O)O.Cl. Cell line: ACHN. Synergy scores: CSS=15.0, Synergy_ZIP=-7.88, Synergy_Bliss=-0.169, Synergy_Loewe=-14.6, Synergy_HSA=0.130.